Predict the reaction yield, written as a fraction of the theoretical maximum amount of product (1.0 means a 100% yield; for example, 0.34 means a 34% yield). From a dataset of Reaction yield outcomes from USPTO patents with 853,638 reactions. The reactants are C([O:3][C:4](=[O:32])[CH:5]([C:11]1[CH:12]=[CH:13][C:14]2[N:18]=[C:17]([C:19]3[CH:24]=[CH:23][CH:22]=[CH:21][C:20]=3[O:25][CH3:26])[NH:16][C:15]=2[C:27]=1[C:28]([O:30]C)=[O:29])C(OCC)=O)C.[OH-].[Na+]. The catalyst is C1COCC1.CO. The product is [C:4]([CH2:5][C:11]1[CH:12]=[CH:13][C:14]2[N:18]=[C:17]([C:19]3[CH:24]=[CH:23][CH:22]=[CH:21][C:20]=3[O:25][CH3:26])[NH:16][C:15]=2[C:27]=1[C:28]([OH:30])=[O:29])([OH:32])=[O:3]. The yield is 1.00.